Dataset: Catalyst prediction with 721,799 reactions and 888 catalyst types from USPTO. Task: Predict which catalyst facilitates the given reaction. (1) Reactant: [CH:1](=[O:10])[CH2:2][CH2:3][C:4]1[CH:9]=[CH:8][CH:7]=[CH:6][CH:5]=1.C1COCC1.[C:16]1([Mg]Br)[CH:21]=[CH:20][CH:19]=[CH:18][CH:17]=1. Product: [C:16]1([CH:1]([OH:10])[CH2:2][CH2:3][C:4]2[CH:9]=[CH:8][CH:7]=[CH:6][CH:5]=2)[CH:21]=[CH:20][CH:19]=[CH:18][CH:17]=1. The catalyst class is: 6. (2) Reactant: [Cl:1][C:2]1[CH:3]=[C:4]([CH:6]=[CH:7][C:8]=1[N:9]1[CH2:14][CH2:13][O:12][CH2:11][CH2:10]1)[NH2:5].[C:15]([CH:18]=[C:19]=[O:20])(=[O:17])[CH3:16]. Product: [Cl:1][C:2]1[CH:3]=[C:4]([NH:5][C:19](=[O:20])[CH2:18][C:15](=[O:17])[CH3:16])[CH:6]=[CH:7][C:8]=1[N:9]1[CH2:14][CH2:13][O:12][CH2:11][CH2:10]1. The catalyst class is: 25.